This data is from Reaction yield outcomes from USPTO patents with 853,638 reactions. The task is: Predict the reaction yield, written as a fraction of the theoretical maximum amount of product (1.0 means a 100% yield; for example, 0.34 means a 34% yield). (1) The reactants are [NH:1]1[C:9]2[C:4](=[CH:5][CH:6]=[CH:7][CH:8]=2)[CH2:3][C:2]1=[O:10].[CH:11](=O)[C:12]1[CH:17]=[CH:16][CH:15]=[CH:14][CH:13]=1.N1CCCC1. The catalyst is C(O)C. The product is [CH:11](=[C:3]1/[C:2](=[O:10])[NH:1][C:9]2[C:4]/1=[CH:5][CH:6]=[CH:7][CH:8]=2)/[C:12]1[CH:17]=[CH:16][CH:15]=[CH:14][CH:13]=1. The yield is 0.820. (2) The reactants are [CH3:1][C:2]1[CH:3]=[C:4]([N:9]2[CH:13]=[CH:12][C:11]([NH:14][C:15]([C:17]3[CH:22]=[C:21]([N:23]4[CH2:28][CH2:27][CH2:26][CH2:25][CH2:24]4)[CH:20]=[CH:19][C:18]=3[NH:29][C:30]([C:32]3[CH:33]=[C:34]([CH:46]=[CH:47][CH:48]=3)[CH2:35][S:36][CH2:37][CH2:38][C:39]([O:41]C(C)(C)C)=[O:40])=[O:31])=[O:16])=[N:10]2)[CH:5]=[CH:6][C:7]=1[CH3:8].FC(F)(F)C(O)=O. The catalyst is ClCCl. The product is [CH3:1][C:2]1[CH:3]=[C:4]([N:9]2[CH:13]=[CH:12][C:11]([NH:14][C:15]([C:17]3[CH:22]=[C:21]([N:23]4[CH2:24][CH2:25][CH2:26][CH2:27][CH2:28]4)[CH:20]=[CH:19][C:18]=3[NH:29][C:30]([C:32]3[CH:33]=[C:34]([CH:46]=[CH:47][CH:48]=3)[CH2:35][S:36][CH2:37][CH2:38][C:39]([OH:41])=[O:40])=[O:31])=[O:16])=[N:10]2)[CH:5]=[CH:6][C:7]=1[CH3:8]. The yield is 0.620. (3) The reactants are [S:1]1[CH2:6][CH2:5][CH:4]([C:7]([C:9]2[S:13][C:12]([NH2:14])=[N:11][C:10]=2[C:15]2[O:16][CH:17]=[CH:18][CH:19]=2)=[O:8])[CH2:3][CH2:2]1.[C:20](O)(=[O:27])[C:21]1[CH:26]=[CH:25][N:24]=[CH:23][CH:22]=1.CCN=C=NCCCN(C)C.Cl.O.ON1C2C=CC=CC=2N=N1. The catalyst is CN(C=O)C.O. The product is [O:16]1[CH:17]=[CH:18][CH:19]=[C:15]1[C:10]1[N:11]=[C:12]([NH:14][C:20]([C:21]2[CH:26]=[CH:25][N:24]=[CH:23][CH:22]=2)=[O:27])[S:13][C:9]=1[C:7]([CH:4]1[CH2:5][CH2:6][S:1][CH2:2][CH2:3]1)=[O:8]. The yield is 0.650. (4) The reactants are OO.O[Li].O.C([C@@H]1COC(=O)N1[C:19](=[O:37])[C@@H:20]([C:30]1[CH:35]=[CH:34][C:33]([Cl:36])=[CH:32][CH:31]=1)[CH2:21][NH:22][C:23](=[O:29])[O:24][C:25]([CH3:28])([CH3:27])[CH3:26])C1C=CC=CC=1.C[O:39]C1C=C(OC)C=CC=1C=O.[O-]S([O-])=O.[Na+].[Na+]. The catalyst is C1COCC1.O. The product is [C:25]([O:24][C:23]([NH:22][CH2:21][C@H:20]([C:30]1[CH:31]=[CH:32][C:33]([Cl:36])=[CH:34][CH:35]=1)[C:19]([OH:37])=[O:39])=[O:29])([CH3:26])([CH3:27])[CH3:28]. The yield is 0.942. (5) The reactants are [C:1]([O:7][CH2:8][CH3:9])(=[O:6])[CH2:2][C:3]([CH3:5])=O.[Cl:10][C:11]1[C:18]([Cl:19])=[CH:17][CH:16]=[CH:15][C:12]=1[CH:13]=O.[NH4+:20].[OH-:21]. The catalyst is CCO.C(Cl)Cl. The product is [Cl:10][C:11]1[C:18]([Cl:19])=[CH:17][CH:16]=[CH:15][C:12]=1[CH:13]1[C:2]([C:1]([O:7][CH2:8][CH3:9])=[O:6])=[C:3]([CH3:5])[NH:20][C:3]([CH3:5])=[C:2]1[C:1]([O:7][CH2:8][CH3:9])=[O:21]. The yield is 0.210. (6) The reactants are C[O:2][C:3]1[CH:26]=[C:25]([O:27]C)[CH:24]=[CH:23][C:4]=1[CH2:5][C:6]1[N:15]2[N:16]=[C:17]([NH2:19])[N:18]=[C:14]2[C:13]2[CH:12]=[CH:11][C:10]([N+]([O-])=O)=[CH:9][C:8]=2[N:7]=1.COC1C=C(C=C(OC)C=1)CC1N2N=C(N)N=C2C2C=CC=CC=2N=1. No catalyst specified. The product is [NH2:19][C:17]1[N:18]=[C:14]2[N:15]([C:6]([CH2:5][C:4]3[CH:23]=[CH:24][C:25]([OH:27])=[CH:26][C:3]=3[OH:2])=[N:7][C:8]3[CH:9]=[CH:10][CH:11]=[CH:12][C:13]=32)[N:16]=1. The yield is 0.760. (7) The reactants are I[C:2]1[CH:7]=[CH:6][C:5]([C:8]([C:10]2[CH:15]=[CH:14][C:13]([O:16][CH:17]3[CH2:22][CH2:21][CH2:20][CH2:19][O:18]3)=[CH:12][CH:11]=2)=[O:9])=[CH:4][CH:3]=1.[CH3:23][N:24]([CH2:32][C:33]#[CH:34])[C:25](=[O:31])[O:26][C:27]([CH3:30])([CH3:29])[CH3:28]. The catalyst is Cl[Pd](Cl)([P](C1C=CC=CC=1)(C1C=CC=CC=1)C1C=CC=CC=1)[P](C1C=CC=CC=1)(C1C=CC=CC=1)C1C=CC=CC=1.[Cu]I.CCN(CC)CC. The product is [CH3:23][N:24]([CH2:32][C:33]#[C:34][C:2]1[CH:7]=[CH:6][C:5]([C:8](=[O:9])[C:10]2[CH:15]=[CH:14][C:13]([O:16][CH:17]3[CH2:22][CH2:21][CH2:20][CH2:19][O:18]3)=[CH:12][CH:11]=2)=[CH:4][CH:3]=1)[C:25](=[O:31])[O:26][C:27]([CH3:29])([CH3:30])[CH3:28]. The yield is 0.600. (8) The reactants are [NH2:1][C:2]1[CH:7]=[CH:6][C:5]([C:8]2[N:13]=[C:12]([N:14]3[CH:19]([CH3:20])[CH2:18][O:17][CH2:16][CH:15]3[CH3:21])[N:11]=[C:10]([C:22]3[CH:27]=[CH:26][C:25]([NH:28][C:29]([NH:31][CH3:32])=[O:30])=[CH:24][CH:23]=3)[N:9]=2)=[CH:4][CH:3]=1.[N:33]1[CH:38]=[CH:37][C:36]([NH:39][C:40](=O)[O:41]C2C=CC=CC=2)=[CH:35][CH:34]=1. No catalyst specified. The product is [CH3:21][CH:15]1[CH2:16][O:17][CH2:18][CH:19]([CH3:20])[N:14]1[C:12]1[N:11]=[C:10]([C:22]2[CH:27]=[CH:26][C:25]([NH:28][C:29](=[O:30])[NH:31][CH3:32])=[CH:24][CH:23]=2)[N:9]=[C:8]([C:5]2[CH:4]=[CH:3][C:2]([NH:1][C:40]([NH:39][C:36]3[CH:37]=[CH:38][N:33]=[CH:34][CH:35]=3)=[O:41])=[CH:7][CH:6]=2)[N:13]=1. The yield is 0.00800. (9) The reactants are [CH2:1]([NH:3][C:4]1[C:9]([CH2:10][C:11]2[CH:16]=[C:15]([O:17][CH3:18])[C:14]([O:19][CH3:20])=[CH:13][C:12]=2[CH:21]([CH3:23])[CH3:22])=[CH:8][N:7]=[C:6](S(C)(=O)=O)[N:5]=1)[CH3:2].[NH4+:28].[OH-]. The product is [CH2:1]([NH:3][C:4]1[C:9]([CH2:10][C:11]2[CH:16]=[C:15]([O:17][CH3:18])[C:14]([O:19][CH3:20])=[CH:13][C:12]=2[CH:21]([CH3:23])[CH3:22])=[CH:8][N:7]=[C:6]([NH2:28])[N:5]=1)[CH3:2]. The yield is 0.470. The catalyst is C(COC)OC.